From a dataset of Catalyst prediction with 721,799 reactions and 888 catalyst types from USPTO. Predict which catalyst facilitates the given reaction. (1) Reactant: [C:1]([NH:4][CH:5]([CH2:9][SH:10])[C:6]([OH:8])=[O:7])(=[O:3])[CH3:2].C(=O)([O-])[O-].[Na+].[Na+].C1COCC1.Cl[C:23]([O:25][CH2:26][C:27]1[CH:32]=[CH:31][CH:30]=[CH:29][CH:28]=1)=[O:24]. Product: [C:1]([NH:4][C@@H:5]([CH2:9][S:10][C:23]([O:25][CH2:26][C:27]1[CH:32]=[CH:31][CH:30]=[CH:29][CH:28]=1)=[O:24])[C:6]([OH:8])=[O:7])(=[O:3])[CH3:2]. The catalyst class is: 6. (2) Reactant: Br[C:2]1[C:3]2[NH:7][C:6]([C:8](C3C=C(C(C)(C)C)C=C(C(C)(C)C)C=3)=[C:9]3[N:40]=[C:12]([C:13](Br)=[C:14]4[NH:38][C:17](=[C:18](C5C=C(C(C)(C)C)C=C(C(C)(C)C)C=5)[C:19]5[CH:20]=[CH:21][C:22]=1[N:23]=5)[CH:16]=[CH:15]4)[CH:11]=[CH:10]3)=[CH:5][CH:4]=2.C1C=CC(P(C2C(OC3C(P(C4C=CC=CC=4)C4C=CC=CC=4)=CC=CC=3)=CC=CC=2)C2C=CC=CC=2)=CC=1.C([O-])([O-])=O.[Cs+].[Cs+].C(OCC)(=O)C. Product: [C:3]12[CH:2]=[C:22]3[N:23]=[C:19]([CH:20]=[CH:21]3)[CH:18]=[C:17]3[NH:38][C:14]([CH:15]=[CH:16]3)=[CH:13][C:12]3=[N:40][C:9]([CH:10]=[CH:11]3)=[CH:8][C:6]([NH:7]1)=[CH:5][CH:4]=2. The catalyst class is: 101. (3) Reactant: [CH2:1]([C:4]1[C:5]([Cl:30])=[N:6][C:7]2[N:8]([N:27]=[CH:28][CH:29]=2)[C:9]=1[N:10]([C:18]1[CH:23]=[CH:22][C:21]([O:24][CH2:25][CH3:26])=[CH:20][CH:19]=1)[C:11](=[O:17])[O:12][C:13]([CH3:16])([CH3:15])[CH3:14])[CH:2]=[CH2:3].CSC.B.[OH-:35].[Na+].OO. Product: [C:13]([O:12][C:11](=[O:17])[N:10]([C:9]1[N:8]2[N:27]=[CH:28][CH:29]=[C:7]2[N:6]=[C:5]([Cl:30])[C:4]=1[CH2:1][CH2:2][CH2:3][OH:35])[C:18]1[CH:19]=[CH:20][C:21]([O:24][CH2:25][CH3:26])=[CH:22][CH:23]=1)([CH3:15])([CH3:14])[CH3:16]. The catalyst class is: 7. (4) Product: [C:38]([O:42][C:43](=[O:55])[N:44]([S:45]([C:48]1[CH:49]=[CH:50][C:51]([Cl:54])=[CH:52][CH:53]=1)(=[O:47])=[O:46])[CH:12]([C:11]1[N:3]([CH2:1][CH3:2])[C:4]2[C:9]([N:10]=1)=[CH:8][N:7]=[C:6]([C:15]([F:18])([F:17])[F:16])[N:5]=2)[CH3:13])([CH3:41])([CH3:39])[CH3:40]. The catalyst class is: 1. Reactant: [CH2:1]([N:3]1[C:11]([CH:12](O)[CH3:13])=[N:10][C:9]2[C:4]1=[N:5][C:6]([C:15]([F:18])([F:17])[F:16])=[N:7][CH:8]=2)[CH3:2].C1(P(C2C=CC=CC=2)C2C=CC=CC=2)C=CC=CC=1.[C:38]([O:42][C:43](=[O:55])[NH:44][S:45]([C:48]1[CH:53]=[CH:52][C:51]([Cl:54])=[CH:50][CH:49]=1)(=[O:47])=[O:46])([CH3:41])([CH3:40])[CH3:39].CC(OC(/N=N/C(OC(C)C)=O)=O)C. (5) Reactant: I[Si](C)(C)C.O1CCCC1.C1(C[O:18][C:19]2[CH:24]=[CH:23][C:22]([C:25]3[CH:33]=[C:32]4[C:28]([C:29]([NH:34][C:35](=[O:39])[CH2:36][CH2:37][CH3:38])=[N:30][NH:31]4)=[CH:27][CH:26]=3)=[CH:21][CH:20]=2)C=CC=CC=1. Product: [OH:18][C:19]1[CH:20]=[CH:21][C:22]([C:25]2[CH:33]=[C:32]3[C:28]([C:29]([NH:34][C:35](=[O:39])[CH2:36][CH2:37][CH3:38])=[N:30][NH:31]3)=[CH:27][CH:26]=2)=[CH:23][CH:24]=1. The catalyst class is: 10. (6) Reactant: [CH2:1]([C:3]1[CH:8]=[CH:7][CH:6]=[CH:5][C:4]=1[CH2:9][CH3:10])[CH3:2].[C:11](Cl)(=[O:14])[CH2:12][CH3:13].[Al+3].[Cl-:17].[Cl-].[Cl-].S(=O)(=O)(O)O. Product: [Cl:17][CH2:13][CH2:12][C:11]([C:7]1[CH:6]=[CH:5][C:4]([CH2:9][CH3:10])=[C:3]([CH2:1][CH3:2])[CH:8]=1)=[O:14]. The catalyst class is: 463. (7) Reactant: [CH2:1]([O:8][C:9]1[C:10](I)=[C:11]2[C:16](=[CH:17][C:18]=1[Cl:19])[N:15]=[CH:14][CH:13]=[CH:12]2)[C:2]1[CH:7]=[CH:6][CH:5]=[CH:4][CH:3]=1.[C:21](OCC)(=[O:27])[C:22]([O:24][CH2:25][CH3:26])=[O:23]. Product: [CH2:25]([O:24][C:22](=[O:23])[C:21]([C:10]1[C:9]([O:8][CH2:1][C:2]2[CH:7]=[CH:6][CH:5]=[CH:4][CH:3]=2)=[C:18]([Cl:19])[CH:17]=[C:16]2[C:11]=1[CH:12]=[CH:13][CH:14]=[N:15]2)=[O:27])[CH3:26]. The catalyst class is: 7.